This data is from Full USPTO retrosynthesis dataset with 1.9M reactions from patents (1976-2016). The task is: Predict the reactants needed to synthesize the given product. (1) Given the product [Cl:7][C:8]1[CH:9]=[C:10]([NH:15][C:16]2[C:25]3[C:20](=[CH:21][C:22]([O:36][CH3:37])=[C:23]([O:26][CH2:27][CH2:28][CH2:29][N:30]4[CH2:35][CH2:34][N:33]([CH2:2][C:3]([O:5][CH3:6])=[O:4])[CH2:32][CH2:31]4)[CH:24]=3)[N:19]=[CH:18][N:17]=2)[CH:11]=[CH:12][C:13]=1[F:14], predict the reactants needed to synthesize it. The reactants are: Br[CH2:2][C:3]([O:5][CH3:6])=[O:4].[Cl:7][C:8]1[CH:9]=[C:10]([NH:15][C:16]2[C:25]3[C:20](=[CH:21][C:22]([O:36][CH3:37])=[C:23]([O:26][CH2:27][CH2:28][CH2:29][N:30]4[CH2:35][CH2:34][NH:33][CH2:32][CH2:31]4)[CH:24]=3)[N:19]=[CH:18][N:17]=2)[CH:11]=[CH:12][C:13]=1[F:14].C(N(C(C)C)C(C)C)C. (2) The reactants are: [C:1]([C:5]1[CH:12]=[CH:11][C:8]([CH:9]=O)=[CH:7][CH:6]=1)([CH3:4])([CH3:3])[CH3:2].[NH2:13][C:14]1[S:15][C:16]([CH3:19])=[N:17][N:18]=1.C([O:22][C:23](=O)[C:24]([OH:38])=[CH:25][C:26]([C:28]1[CH:33]=[CH:32][C:31]([O:34][CH2:35][CH2:36][OH:37])=[CH:30][CH:29]=1)=[O:27])C. Given the product [C:1]([C:5]1[CH:12]=[CH:11][C:8]([CH:9]2[N:13]([C:14]3[S:15][C:16]([CH3:19])=[N:17][N:18]=3)[C:23](=[O:22])[C:24]([OH:38])=[C:25]2[C:26](=[O:27])[C:28]2[CH:33]=[CH:32][C:31]([O:34][CH2:35][CH2:36][OH:37])=[CH:30][CH:29]=2)=[CH:7][CH:6]=1)([CH3:4])([CH3:3])[CH3:2], predict the reactants needed to synthesize it. (3) Given the product [NH2:7][C:8]1([CH2:38][OH:39])[CH2:13][CH2:12][N:11]([C:14]2[CH:15]=[CH:16][CH:17]=[C:18]3[C:23]=2[N:22]=[C:21]([C:24]2[N:28]4[CH:29]=[CH:30][C:31]([O:33][CH2:34][CH2:35][O:36][CH3:37])=[CH:32][C:27]4=[N:26][CH:25]=2)[CH:20]=[CH:19]3)[CH2:10][CH2:9]1, predict the reactants needed to synthesize it. The reactants are: [H-].[H-].[H-].[H-].[Li+].[Al+3].[NH2:7][C:8]1([C:38](OC)=[O:39])[CH2:13][CH2:12][N:11]([C:14]2[CH:15]=[CH:16][CH:17]=[C:18]3[C:23]=2[N:22]=[C:21]([C:24]2[N:28]4[CH:29]=[CH:30][C:31]([O:33][CH2:34][CH2:35][O:36][CH3:37])=[CH:32][C:27]4=[N:26][CH:25]=2)[CH:20]=[CH:19]3)[CH2:10][CH2:9]1. (4) Given the product [F:10][C:11]1[CH:18]=[CH:17][C:14]([CH2:15][C:2](=[O:8])[C:3]([O:5][CH2:6][CH3:7])=[O:4])=[CH:13][CH:12]=1, predict the reactants needed to synthesize it. The reactants are: Cl[C:2](=[O:8])[C:3]([O:5][CH2:6][CH3:7])=[O:4].[Br-].[F:10][C:11]1[CH:18]=[CH:17][C:14]([CH2:15][Zn+])=[CH:13][CH:12]=1. (5) Given the product [N:9]1[C:10]2[C:5](=[CH:4][C:3]([CH2:1][NH2:2])=[CH:12][CH:11]=2)[CH:6]=[CH:7][CH:8]=1, predict the reactants needed to synthesize it. The reactants are: [C:1]([C:3]1[CH:4]=[C:5]2[C:10](=[CH:11][CH:12]=1)[N:9]=[CH:8][CH:7]=[CH:6]2)#[N:2].OCC1(OC[C@@H](O)[C@@H](O)[C@H]1O)O. (6) Given the product [C:40]12([C:51]3[C:46](=[CH:47][CH:48]=[CH:49][C:50]=3[O:52][C:53]3[N:58]=[CH:57][C:56]([NH:59][C:10]([C@@:9]([NH:8][C:6](=[O:7])[O:5][C:1]([CH3:2])([CH3:3])[CH3:4])([CH3:15])[CH2:13][CH3:14])=[O:12])=[CH:55][N:54]=3)[O:45][CH2:44][CH2:43]1)[CH2:41][CH2:42]2, predict the reactants needed to synthesize it. The reactants are: [C:1]([O:5][C:6]([NH:8][C@:9]([CH3:15])([CH2:13][CH3:14])[C:10]([OH:12])=O)=[O:7])([CH3:4])([CH3:3])[CH3:2].CN(C(ON1N=NC2C=CC=NC1=2)=[N+](C)C)C.F[P-](F)(F)(F)(F)F.[C:40]12([C:51]3[C:46](=[CH:47][CH:48]=[CH:49][C:50]=3[O:52][C:53]3[N:58]=[CH:57][C:56]([NH2:59])=[CH:55][N:54]=3)[O:45][CH2:44][CH2:43]1)[CH2:42][CH2:41]2.